Dataset: Catalyst prediction with 721,799 reactions and 888 catalyst types from USPTO. Task: Predict which catalyst facilitates the given reaction. (1) Reactant: [CH3:1][C@H:2]1[CH2:7][N:6]2[N:8]=[CH:9][C:10]([N:11]3[CH2:15][CH:14]([CH2:16][O:17][C:18]4[N:23]=[CH:22][CH:21]=[CH:20][N:19]=4)[CH2:13][C:12]3=[O:24])=[C:5]2[CH2:4][N:3]1[C:25]([O:27]C(C)(C)C)=O.FC(F)(F)C(O)=O.C(N(C(C)C)C(C)C)C.[F:48][C:49]1[CH:50]=[C:51]([NH:57]C(=O)OC2C=CC=CC=2)[CH:52]=[C:53]([F:56])[C:54]=1[F:55]. Product: [CH3:1][C@H:2]1[CH2:7][N:6]2[N:8]=[CH:9][C:10]([N:11]3[CH2:15][CH:14]([CH2:16][O:17][C:18]4[N:19]=[CH:20][CH:21]=[CH:22][N:23]=4)[CH2:13][C:12]3=[O:24])=[C:5]2[CH2:4][N:3]1[C:25]([NH:57][C:51]1[CH:50]=[C:49]([F:48])[C:54]([F:55])=[C:53]([F:56])[CH:52]=1)=[O:27]. The catalyst class is: 124. (2) Reactant: [CH2:1]([O:3][P:4]([CH2:9][CH2:10][NH2:11])(=[O:8])[O:5][CH2:6][CH3:7])[CH3:2].[C:12](Cl)(=[O:15])[CH:13]=[CH2:14].[OH-].[Na+]. Product: [CH2:6]([O:5][P:4]([CH2:9][CH2:10][NH:11][C:12](=[O:15])[CH:13]=[CH2:14])([O:3][CH2:1][CH3:2])=[O:8])[CH3:7]. The catalyst class is: 34. (3) Reactant: [CH3:1]C(C)([O-])C.[K+].[Br:7][C:8]1[C:9]2[C:10]([C:29](=O)[C:30]3[CH:35]=[CH:34][C:33]([Cl:36])=[CH:32][CH:31]=3)=[C:11]3[CH:20]([CH2:21][C:22]([O:24][C:25]([CH3:28])([CH3:27])[CH3:26])=[O:23])[CH2:19][CH2:18][N:12]3[C:13]=2[CH:14]=[C:15]([F:17])[CH:16]=1.[NH4+].[Cl-]. Product: [Br:7][C:8]1[C:9]2[C:10]([C:29]([C:30]3[CH:35]=[CH:34][C:33]([Cl:36])=[CH:32][CH:31]=3)=[CH2:1])=[C:11]3[CH:20]([CH2:21][C:22]([O:24][C:25]([CH3:26])([CH3:27])[CH3:28])=[O:23])[CH2:19][CH2:18][N:12]3[C:13]=2[CH:14]=[C:15]([F:17])[CH:16]=1. The catalyst class is: 307. (4) Reactant: [CH:1]([S:4][C:5]1[S:6][C:7]([C:18]([O:20]CC)=[O:19])=[C:8]2[CH2:17][CH2:16][C:11]3[N:12]=[C:13]([CH3:15])[O:14][C:10]=3[C:9]=12)([CH3:3])[CH3:2].[OH-].[Na+].O.Cl. Product: [CH:1]([S:4][C:5]1[S:6][C:7]([C:18]([OH:20])=[O:19])=[C:8]2[CH2:17][CH2:16][C:11]3[N:12]=[C:13]([CH3:15])[O:14][C:10]=3[C:9]=12)([CH3:3])[CH3:2]. The catalyst class is: 8. (5) Reactant: CC1(C)C(C)(C)OB([C:9]2[CH:10]=[CH:11][C:12]([O:15][C:16]3[CH:17]=[C:18]([CH:33]=[CH:34][CH:35]=3)[CH:19]=[C:20]3[CH2:25][CH2:24][N:23]([C:26]([O:28][C:29]([CH3:32])([CH3:31])[CH3:30])=[O:27])[CH2:22][CH2:21]3)=[N:13][CH:14]=2)O1.C(OO)(C)=[O:38]. Product: [OH:38][C:9]1[CH:10]=[CH:11][C:12]([O:15][C:16]2[CH:17]=[C:18]([CH:33]=[CH:34][CH:35]=2)[CH:19]=[C:20]2[CH2:21][CH2:22][N:23]([C:26]([O:28][C:29]([CH3:30])([CH3:31])[CH3:32])=[O:27])[CH2:24][CH2:25]2)=[N:13][CH:14]=1. The catalyst class is: 1. (6) Reactant: [CH:1](OC)(OC)[O:2]C.[CH2:8]([C:11]1[CH:12]=[C:13]([CH2:16][CH2:17][C:18]([O:20][CH2:21][CH3:22])=[O:19])[NH:14][CH:15]=1)[CH2:9][CH3:10].O.[OH-].[Na+]. Product: [CH:1]([C:15]1[NH:14][C:13]([CH2:16][CH2:17][C:18]([O:20][CH2:21][CH3:22])=[O:19])=[CH:12][C:11]=1[CH2:8][CH2:9][CH3:10])=[O:2]. The catalyst class is: 137.